From a dataset of Reaction yield outcomes from USPTO patents with 853,638 reactions. Predict the reaction yield, written as a fraction of the theoretical maximum amount of product (1.0 means a 100% yield; for example, 0.34 means a 34% yield). (1) The reactants are [C:1]([NH:4][C:5]1[CH:6]=[C:7]([N:19]2[C:23]3=[N:24][CH:25]=[C:26]([C:28]4[N:29]=[N:30][N:31]([CH2:33][C:34](OCC)=[O:35])[CH:32]=4)[CH:27]=[C:22]3[N:21]=[CH:20]2)[CH:8]=[C:9]([C:11]2[CH:16]=[CH:15][C:14]([F:17])=[CH:13][C:12]=2[F:18])[CH:10]=1)(=[O:3])[CH3:2].[NH3:39]. The catalyst is CO. The product is [C:1]([NH:4][C:5]1[CH:6]=[C:7]([N:19]2[C:23]3=[N:24][CH:25]=[C:26]([C:28]4[N:29]=[N:30][N:31]([CH2:33][C:34]([NH2:39])=[O:35])[CH:32]=4)[CH:27]=[C:22]3[N:21]=[CH:20]2)[CH:8]=[C:9]([C:11]2[CH:16]=[CH:15][C:14]([F:17])=[CH:13][C:12]=2[F:18])[CH:10]=1)(=[O:3])[CH3:2]. The yield is 0.130. (2) The reactants are [OH:1][C:2]1[CH:3]=[C:4]([CH:7]=[C:8]([OH:10])[CH:9]=1)[CH:5]=[O:6].[C:11]([Si:15](Cl)([CH3:17])[CH3:16])([CH3:14])([CH3:13])[CH3:12]. No catalyst specified. The product is [Si:15]([O:1][C:2]1[CH:3]=[C:4]([CH:7]=[C:8]([O:10][Si:15]([C:11]([CH3:14])([CH3:13])[CH3:12])([CH3:17])[CH3:16])[CH:9]=1)[CH:5]=[O:6])([C:11]([CH3:14])([CH3:13])[CH3:12])([CH3:17])[CH3:16]. The yield is 1.00. (3) The reactants are [CH3:1][O:2][C:3](=[O:15])[C:4]1[CH:9]=[CH:8][C:7]([CH3:10])=[C:6]([C:11]([F:14])([F:13])[F:12])[CH:5]=1.[Br:16]N1C(=O)CCC1=O.C(OOC(=O)C1C=CC=CC=1)(=O)C1C=CC=CC=1. The catalyst is C(Cl)(Cl)(Cl)Cl. The product is [CH3:1][O:2][C:3](=[O:15])[C:4]1[CH:9]=[CH:8][C:7]([CH2:10][Br:16])=[C:6]([C:11]([F:12])([F:14])[F:13])[CH:5]=1. The yield is 0.565. (4) The reactants are [CH3:1][S:2][C:3]1[N:4]=[CH:5][C:6]2[CH:12]=[CH:11][C:10](=[O:13])[NH:9][C:7]=2[N:8]=1.[Br:14]N1C(=O)CCC1=O. The catalyst is CN(C)C=O. The product is [Br:14][C:11]1[C:10](=[O:13])[NH:9][C:7]2[N:8]=[C:3]([S:2][CH3:1])[N:4]=[CH:5][C:6]=2[CH:12]=1. The yield is 0.480. (5) The reactants are [Br:1][C:2]1[CH:3]=[C:4]([N:8]2[C:16]3[C:11](=[CH:12][C:13](I)=[CH:14][CH:15]=3)[C:10]([C:18]([O:20][CH3:21])=[O:19])=[N:9]2)[CH:5]=[CH:6][CH:7]=1.[CH3:22][N:23]1[CH:27]=[CH:26][C:25](B2OC(C)(C)C(C)(C)O2)=[N:24]1.[Cl-].[Li+].C(=O)([O-])[O-].[Na+].[Na+]. The catalyst is COCCOC.O. The product is [Br:1][C:2]1[CH:3]=[C:4]([N:8]2[C:16]3[C:11](=[CH:12][C:13]([C:25]4[CH:26]=[CH:27][N:23]([CH3:22])[N:24]=4)=[CH:14][CH:15]=3)[C:10]([C:18]([O:20][CH3:21])=[O:19])=[N:9]2)[CH:5]=[CH:6][CH:7]=1. The yield is 0.380. (6) The reactants are [CH2:1]([C:3]1[S:28][C:6]2[N:7]([CH2:13][C:14]3[CH:19]=[CH:18][C:17]([C:20]4[C:21]([C:26]#[N:27])=[CH:22][CH:23]=[CH:24][CH:25]=4)=[CH:16][CH:15]=3)[C:8](=[O:12])[NH:9][C:10](=[O:11])[C:5]=2[CH:4]=1)[CH3:2].[C:29]([CH:33]1[CH2:35][O:34]1)([CH3:32])([CH3:31])[CH3:30].C(=O)([O-])[O-].[K+].[K+].CN(C)C=O. The catalyst is O.C(OCC)(=O)C. The product is [CH2:1]([C:3]1[S:28][C:6]2[N:7]([CH2:13][C:14]3[CH:19]=[CH:18][C:17]([C:20]4[C:21]([C:26]#[N:27])=[CH:22][CH:23]=[CH:24][CH:25]=4)=[CH:16][CH:15]=3)[C:8](=[O:12])[N:9]([CH2:35][CH:33]([OH:34])[C:29]([CH3:32])([CH3:31])[CH3:30])[C:10](=[O:11])[C:5]=2[CH:4]=1)[CH3:2]. The yield is 0.500. (7) The reactants are [Cl:1][C:2]1[CH:3]=[C:4]([CH:8]2[O:12]C(=O)[NH:10][CH:9]2[CH2:14][C:15]2[CH:16]=[CH:17][C:18]3[O:22][CH2:21][C:20]([CH3:24])([CH3:23])[C:19]=3[CH:25]=2)[CH:5]=[CH:6][CH:7]=1.[OH-].[Na+]. The catalyst is C(O)C. The product is [NH2:10][CH:9]([CH2:14][C:15]1[CH:16]=[CH:17][C:18]2[O:22][CH2:21][C:20]([CH3:23])([CH3:24])[C:19]=2[CH:25]=1)[CH:8]([C:4]1[CH:5]=[CH:6][CH:7]=[C:2]([Cl:1])[CH:3]=1)[OH:12]. The yield is 0.740. (8) The reactants are Cl.Br[C:3]1[CH:8]=[CH:7][N:6]=[CH:5][C:4]=1[CH3:9].C(N(CC)CC)C.[CH3:17][Si:18]([C:21]#[CH:22])([CH3:20])[CH3:19]. The product is [CH3:9][C:4]1[CH:5]=[N:6][CH:7]=[CH:8][C:3]=1[C:22]#[C:21][Si:18]([CH3:20])([CH3:19])[CH3:17]. The yield is 0.870. The catalyst is C1COCC1.[Cu](I)I.